Dataset: NCI-60 drug combinations with 297,098 pairs across 59 cell lines. Task: Regression. Given two drug SMILES strings and cell line genomic features, predict the synergy score measuring deviation from expected non-interaction effect. Drug 1: C1C(C(OC1N2C=C(C(=O)NC2=O)F)CO)O. Drug 2: C1C(C(OC1N2C=NC3=C2NC=NCC3O)CO)O. Cell line: SF-268. Synergy scores: CSS=17.4, Synergy_ZIP=-9.34, Synergy_Bliss=1.46, Synergy_Loewe=-25.4, Synergy_HSA=0.658.